Dataset: Full USPTO retrosynthesis dataset with 1.9M reactions from patents (1976-2016). Task: Predict the reactants needed to synthesize the given product. (1) Given the product [C:17]1([C:60]2[CH:61]=[CH:62][CH:63]=[CH:64][CH:65]=2)[CH:22]=[CH:21][CH:20]=[C:19]([NH:23][C:24]2[O:28][C:27]([C:29]([NH:31][C:40]3[CH:41]=[N:42][C:43]([N:46]4[CH2:51][CH2:50][O:49][CH2:48][CH2:47]4)=[CH:44][CH:45]=3)=[O:30])=[N:26][N:25]=2)[CH:18]=1, predict the reactants needed to synthesize it. The reactants are: C1(OC)C=CC=CC=1.C(O)(C(F)(F)F)=O.O.[C:17]1([C:60]2[CH:65]=[CH:64][CH:63]=[CH:62][CH:61]=2)[CH:22]=[CH:21][CH:20]=[C:19]([N:23](COCC[Si](C)(C)C)[C:24]2[O:28][C:27]([C:29]([N:31]([C:40]3[CH:41]=[N:42][C:43]([N:46]4[CH2:51][CH2:50][O:49][CH2:48][CH2:47]4)=[CH:44][CH:45]=3)COCC[Si](C)(C)C)=[O:30])=[N:26][N:25]=2)[CH:18]=1. (2) Given the product [F:49][C:47]1[CH:46]=[CH:45][CH:44]=[C:43]2[C:48]=1[N:40]([C:38]([O:37][C:33]([CH3:34])([CH3:36])[CH3:35])=[O:39])[C:41]([C:50]([N:29]1[CH2:30][CH2:31][O:32][CH:27]([C:18]3[C:19]([N:21]([CH3:26])[S:22]([CH3:25])(=[O:23])=[O:24])=[CH:20][C:10]4[O:9][C:8]([C:5]5[CH:4]=[CH:3][C:2]([F:1])=[CH:7][CH:6]=5)=[C:12]([C:13](=[O:14])[NH:15][CH3:16])[C:11]=4[CH:17]=3)[CH2:28]1)=[O:51])=[CH:42]2, predict the reactants needed to synthesize it. The reactants are: [F:1][C:2]1[CH:7]=[CH:6][C:5]([C:8]2[O:9][C:10]3[CH:20]=[C:19]([N:21]([CH3:26])[S:22]([CH3:25])(=[O:24])=[O:23])[C:18]([CH:27]4[O:32][CH2:31][CH2:30][NH:29][CH2:28]4)=[CH:17][C:11]=3[C:12]=2[C:13]([NH:15][CH3:16])=[O:14])=[CH:4][CH:3]=1.[C:33]([O:37][C:38]([N:40]1[C:48]2[C:43](=[CH:44][CH:45]=[CH:46][C:47]=2[F:49])[CH:42]=[C:41]1[C:50](O)=[O:51])=[O:39])([CH3:36])([CH3:35])[CH3:34].CN(C(ON1N=NC2C=CC=NC1=2)=[N+](C)C)C.F[P-](F)(F)(F)(F)F.CCN(CC)CC. (3) Given the product [C:1]1([C:7]2[O:11][N:10]=[C:9]([C:12]3[O:16][N:15]=[C:14]4[C:17]5[C:22]([CH2:23][CH2:24][C:13]=34)=[CH:21][C:20]([C:25](=[O:27])[CH3:26])=[CH:19][CH:18]=5)[C:8]=2[C:28]([F:29])([F:30])[F:31])[CH:2]=[CH:3][CH:4]=[CH:5][CH:6]=1, predict the reactants needed to synthesize it. The reactants are: [C:1]1([C:7]2[O:11][N:10]=[C:9]([C:12]3[O:16][N:15]=[C:14]4[C:17]5[C:22]([CH2:23][CH2:24][C:13]=34)=[CH:21][C:20]([CH:25]([OH:27])[CH3:26])=[CH:19][CH:18]=5)[C:8]=2[C:28]([F:31])([F:30])[F:29])[CH:6]=[CH:5][CH:4]=[CH:3][CH:2]=1.CC(OI1(OC(C)=O)(OC(C)=O)OC(=O)C2C=CC=CC1=2)=O.S([O-])([O-])(=O)=S.[Na+].[Na+].C(=O)(O)[O-].